From a dataset of Catalyst prediction with 721,799 reactions and 888 catalyst types from USPTO. Predict which catalyst facilitates the given reaction. Reactant: [CH3:1][N:2]([CH3:13])[CH2:3][CH2:4][O:5][C:6]1[CH:11]=[CH:10][N:9]=[C:8]([NH2:12])[CH:7]=1.Cl[CH:15]([CH:21]=O)[C:16]([O:18][CH2:19][CH3:20])=[O:17]. Product: [CH3:1][N:2]([CH3:13])[CH2:3][CH2:4][O:5][C:6]1[CH:11]=[CH:10][N:9]2[C:15]([C:16]([O:18][CH2:19][CH3:20])=[O:17])=[CH:21][N:12]=[C:8]2[CH:7]=1. The catalyst class is: 8.